From a dataset of Forward reaction prediction with 1.9M reactions from USPTO patents (1976-2016). Predict the product of the given reaction. (1) Given the reactants [NH2:1][C:2]12[C:19](=[O:20])[C:18]3[C:13](=[CH:14][CH:15]=[CH:16][CH:17]=3)[C:3]1([OH:21])[O:4][C:5]1[CH:10]=[C:9]([CH3:11])[C:8]([CH3:12])=[CH:7][C:6]=12.[NH:22]1[CH:26]=[CH:25][CH:24]=[C:23]1[C:27](O)=[O:28].C1CCC(N=C=NC2CCCCC2)CC1, predict the reaction product. The product is: [OH:21][C:3]12[C:13]3[C:18](=[CH:17][CH:16]=[CH:15][CH:14]=3)[C:19](=[O:20])[C:2]1([NH:1][C:27]([C:23]1[NH:22][CH:26]=[CH:25][CH:24]=1)=[O:28])[C:6]1[CH:7]=[C:8]([CH3:12])[C:9]([CH3:11])=[CH:10][C:5]=1[O:4]2. (2) Given the reactants [CH:1]1([N:6]2[CH2:11][CH2:10][N:9]([C:12]([C:14]3[CH:15]=[C:16]4[C:20](=[CH:21][CH:22]=3)[NH:19][C:18]([C:23]([OH:25])=O)=[CH:17]4)=[O:13])[CH2:8][CH2:7]2)[CH2:5][CH2:4][CH2:3][CH2:2]1.Cl.F[B-](F)(F)F.N1([O:41]C(N(C)C)=[N+](C)C)C2C=CC=CC=2N=N1.F[CH:50]1[CH2:55][CH:54](F)[CH2:53][CH2:52][NH:51]1.C(N(CC)C(C)C)(C)C, predict the reaction product. The product is: [CH:1]1([N:6]2[CH2:11][CH2:10][N:9]([C:12]([C:14]3[CH:15]=[C:16]4[C:20](=[CH:21][CH:22]=3)[NH:19][C:18]([C:23]([N:51]3[CH2:52][CH2:53][CH:54]([OH:41])[CH2:55][CH2:50]3)=[O:25])=[CH:17]4)=[O:13])[CH2:8][CH2:7]2)[CH2:5][CH2:4][CH2:3][CH2:2]1. (3) Given the reactants C([O:3][C:4](=[O:31])[CH:5]([O:28][CH2:29][CH3:30])[CH2:6][C:7]1[CH:12]=[CH:11][C:10]([O:13][CH2:14][C:15]2[N:16]=[C:17]([C:21]3[CH:26]=[CH:25][CH:24]=[CH:23][CH:22]=3)[S:18][C:19]=2[CH3:20])=[CH:9][C:8]=1[CH3:27])C.[Li+].[OH-], predict the reaction product. The product is: [CH2:29]([O:28][CH:5]([CH2:6][C:7]1[CH:12]=[CH:11][C:10]([O:13][CH2:14][C:15]2[N:16]=[C:17]([C:21]3[CH:26]=[CH:25][CH:24]=[CH:23][CH:22]=3)[S:18][C:19]=2[CH3:20])=[CH:9][C:8]=1[CH3:27])[C:4]([OH:31])=[O:3])[CH3:30]. (4) Given the reactants Br[C:2]1[CH:29]=[CH:28][C:5]2[NH:6][C:7]([C@@H:9]3[CH2:21][N:19]4[C:20]5[CH:12]([C@@H:13]([NH:22][C:23](=[O:26])[O:24][CH3:25])[CH2:14][CH2:15][C:16]=5[CH:17]=[CH:18]4)[C:11](=[O:27])[CH2:10]3)=[N:8][C:4]=2[CH:3]=1.[B:30]1([B:30]2[O:34][C:33]([CH3:36])([CH3:35])[C:32]([CH3:38])([CH3:37])[O:31]2)[O:34][C:33]([CH3:36])([CH3:35])[C:32]([CH3:38])([CH3:37])[O:31]1.C([O-])(=O)C.[K+], predict the reaction product. The product is: [O:27]=[C:11]1[CH:12]2[C:20]3[N:19]([CH:18]=[CH:17][C:16]=3[CH2:15][CH2:14][C@@H:13]2[NH:22][C:23](=[O:26])[O:24][CH3:25])[CH2:21][C@@H:9]([C:7]2[NH:8][C:4]3[CH:3]=[C:2]([B:30]4[O:34][C:33]([CH3:36])([CH3:35])[C:32]([CH3:38])([CH3:37])[O:31]4)[CH:29]=[CH:28][C:5]=3[N:6]=2)[CH2:10]1.